This data is from Reaction yield outcomes from USPTO patents with 853,638 reactions. The task is: Predict the reaction yield, written as a fraction of the theoretical maximum amount of product (1.0 means a 100% yield; for example, 0.34 means a 34% yield). (1) The reactants are [C:1]([CH2:3][C:4]([O:6][CH2:7][CH3:8])=[O:5])#[N:2].Br[CH2:10][CH2:11]Br.C([O-])([O-])=O.[K+].[K+]. The catalyst is CC(C)=O. The product is [C:1]([C:3]1([C:4]([O:6][CH2:7][CH3:8])=[O:5])[CH2:11][CH2:10]1)#[N:2]. The yield is 1.00. (2) The reactants are [C:1]([N:4]1[CH2:9][CH2:8][N:7]([CH2:10][CH2:11][O:12][C:13]2[CH:18]=[CH:17][C:16]([N:19]3[CH2:24][CH2:23][N:22]([C:25]4[CH2:26][CH2:27][C:28]5[N:29]([C:31]([C:34]([F:37])([F:36])[F:35])=[N:32][N:33]=5)[N:30]=4)[CH2:21][CH2:20]3)=[CH:15][CH:14]=2)[CH2:6][CH2:5]1)(=[O:3])[CH3:2].[C:38](O)(=O)[CH2:39][CH2:40]CC. No catalyst specified. The product is [C:1]([N:4]1[CH2:5][CH2:6][N:7]([CH2:10][CH2:11][O:12][C:13]2[CH:14]=[CH:15][C:16]([N:19]3[CH2:24][CH2:23][N:22]([C:25]4[CH2:26][CH2:27][C:28]5[N:29]([C:31]([C:34]([F:36])([F:35])[F:37])=[N:32][N:33]=5)[N:30]=4)[CH2:21][CH2:20]3)=[CH:17][CH:18]=2)[CH2:8][CH2:9]1)(=[O:3])[CH2:2][CH2:38][CH2:39][CH3:40]. The yield is 0.770. (3) The yield is 0.870. The catalyst is C([O-])(=O)C.[Pd+2].C([O-])(=O)C.CC1(C)C2C(=C(P(C3C=CC=CC=3)C3C=CC=CC=3)C=CC=2)OC2C(P(C3C=CC=CC=3)C3C=CC=CC=3)=CC=CC1=2.O1CCCC1. The reactants are [Cl:1][C:2]1[C:7]([C:8]#[N:9])=[C:6]([CH3:10])[N:5]=[C:4](Cl)[CH:3]=1.[C:12]1([C@H:18]([NH:20][C:21]([NH2:23])=[O:22])[CH3:19])[CH:17]=[CH:16][CH:15]=[CH:14][CH:13]=1.C(=O)([O-])[O-].[Cs+].[Cs+]. The product is [Cl:1][C:2]1[C:7]([C:8]#[N:9])=[C:6]([CH3:10])[N:5]=[C:4]([NH:23][C:21]([NH:20][C@@H:18]([C:12]2[CH:17]=[CH:16][CH:15]=[CH:14][CH:13]=2)[CH3:19])=[O:22])[CH:3]=1.